This data is from Forward reaction prediction with 1.9M reactions from USPTO patents (1976-2016). The task is: Predict the product of the given reaction. (1) Given the reactants [Cl:1][C:2]1[CH:10]=[CH:9][C:8]([NH2:11])=[CH:7][C:3]=1[C:4]([OH:6])=[O:5].S(=O)(=O)(O)O.[CH3:17]O, predict the reaction product. The product is: [CH3:17][O:5][C:4](=[O:6])[C:3]1[CH:7]=[C:8]([NH2:11])[CH:9]=[CH:10][C:2]=1[Cl:1]. (2) Given the reactants I[CH2:2][CH2:3][C:4]1[CH:13]=[CH:12][C:7]([C:8]([O:10][CH3:11])=[O:9])=[CH:6][CH:5]=1.C(=O)([O-])[O-].[Na+].[Na+].[Cl:20][C:21]1[CH:22]=[CH:23][C:24]2[O:28][C:27]([C:29]3[CH:60]=[CH:59][C:32]([CH2:33][O:34][C:35]4[CH:40]=[CH:39][CH:38]=[CH:37][C:36]=4[CH2:41][CH2:42][NH:43][CH:44]4[CH2:53][CH2:52][CH2:51][C:50]5[N:49]=[C:48]([C:54]([O:56][CH2:57][CH3:58])=[O:55])[CH:47]=[CH:46][C:45]4=5)=[CH:31][CH:30]=3)=[N:26][C:25]=2[CH:61]=1, predict the reaction product. The product is: [Cl:20][C:21]1[CH:22]=[CH:23][C:24]2[O:28][C:27]([C:29]3[CH:60]=[CH:59][C:32]([CH2:33][O:34][C:35]4[CH:40]=[CH:39][CH:38]=[CH:37][C:36]=4[CH2:41][CH2:42][N:43]([CH2:2][CH2:3][C:4]4[CH:13]=[CH:12][C:7]([C:8]([O:10][CH3:11])=[O:9])=[CH:6][CH:5]=4)[CH:44]4[CH2:53][CH2:52][CH2:51][C:50]5[N:49]=[C:48]([C:54]([O:56][CH2:57][CH3:58])=[O:55])[CH:47]=[CH:46][C:45]4=5)=[CH:31][CH:30]=3)=[N:26][C:25]=2[CH:61]=1. (3) Given the reactants [C:1]([O:5][C:6]([N:8]1[CH2:13][CH2:12][CH:11]([C:14]2[CH:22]=[CH:21][C:17]([C:18](O)=[O:19])=[CH:16][CH:15]=2)[CH2:10][CH2:9]1)=[O:7])([CH3:4])([CH3:3])[CH3:2].Cl.[Cl:24][C:25]1[CH:26]=[C:27]2[C:32](=[CH:33][CH:34]=1)[CH:31]=[C:30]([S:35]([N:38]1[CH2:43][CH2:42][NH:41][CH2:40][CH2:39]1)(=[O:37])=[O:36])[CH:29]=[CH:28]2, predict the reaction product. The product is: [C:1]([O:5][C:6]([N:8]1[CH2:13][CH2:12][CH:11]([C:14]2[CH:22]=[CH:21][C:17]([C:18]([N:41]3[CH2:40][CH2:39][N:38]([S:35]([C:30]4[CH:29]=[CH:28][C:27]5[C:32](=[CH:33][CH:34]=[C:25]([Cl:24])[CH:26]=5)[CH:31]=4)(=[O:37])=[O:36])[CH2:43][CH2:42]3)=[O:19])=[CH:16][CH:15]=2)[CH2:10][CH2:9]1)=[O:7])([CH3:2])([CH3:4])[CH3:3]. (4) The product is: [Cl:1][C:2]1[CH:3]=[C:4]2[C:9](=[C:10]([Cl:12])[CH:11]=1)[CH2:8][N:7]([CH3:13])[CH2:6][CH:5]2[C:14]1[CH:19]=[C:18]([NH:40][C:42]([NH:33][CH:34]([CH2:37][OH:38])[CH2:35][OH:36])=[O:43])[CH:17]=[CH:16][CH:15]=1. Given the reactants [Cl:1][C:2]1[CH:3]=[C:4]2[C:9](=[C:10]([Cl:12])[CH:11]=1)[CH2:8][N:7]([CH3:13])[CH2:6][CH:5]2[C:14]1[CH:19]=[CH:18][C:17]([C@@](O)([C@@H](O)[C@H](O)[C@H](O)CO)C(N)=O)=[CH:16][CH:15]=1.[NH2:33][CH:34]([CH2:37][OH:38])[CH2:35][OH:36].C[N:40]([CH:42]=[O:43])C, predict the reaction product.